Dataset: Full USPTO retrosynthesis dataset with 1.9M reactions from patents (1976-2016). Task: Predict the reactants needed to synthesize the given product. (1) Given the product [Cl:1][C:2]1[CH:7]=[C:6]([CH:5]=[C:4]([N+:11]([O-:13])=[O:12])[CH:3]=1)[NH2:8], predict the reactants needed to synthesize it. The reactants are: [Cl:1][C:2]1[CH:7]=[C:6]([N+:8]([O-])=O)[CH:5]=[C:4]([N+:11]([O-:13])=[O:12])[CH:3]=1.CCO. (2) Given the product [CH2:19]([O:18][C:16]([NH:14][CH2:13][CH2:12][C:9]1[CH:10]=[CH:11][C:6]([C:4]([O:3][CH3:2])=[O:5])=[CH:7][CH:8]=1)=[O:17])[C:20]1[CH:25]=[CH:24][CH:23]=[CH:22][CH:21]=1, predict the reactants needed to synthesize it. The reactants are: [Cl-].[CH3:2][O:3][C:4]([C:6]1[CH:11]=[CH:10][C:9]([CH2:12][CH2:13][NH3+:14])=[CH:8][CH:7]=1)=[O:5].Cl[C:16]([O:18][CH2:19][C:20]1[CH:25]=[CH:24][CH:23]=[CH:22][CH:21]=1)=[O:17].C(=O)(O)[O-].[Na+].C(OCC)(=O)C. (3) Given the product [NH:12]([C:4]1[NH:9][C:8](=[O:26])[C:7]([Cl:11])=[CH:6][N:5]=1)[C:13]1[CH:18]=[CH:17][CH:16]=[CH:15][CH:14]=1, predict the reactants needed to synthesize it. The reactants are: [OH-].[Na+].Cl[C:4]1[N:9]=[C:8](Cl)[C:7]([Cl:11])=[CH:6][N:5]=1.[NH2:12][C:13]1[CH:18]=[CH:17][CH:16]=[CH:15][CH:14]=1.C1(C)C=CC(S(O)(=O)=[O:26])=CC=1. (4) The reactants are: [Cl:1][C:2]1[CH:3]=[C:4]([CH:9]=[CH:10][N:11]=1)[C:5](OC)=[O:6].[BH4-].[Li+]. Given the product [Cl:1][C:2]1[CH:3]=[C:4]([CH2:5][OH:6])[CH:9]=[CH:10][N:11]=1, predict the reactants needed to synthesize it. (5) The reactants are: [C:1]([O:5][C:6]([N:8]1[C:16]2[CH:15]=[C:14](Cl)[N:13]=[CH:12][C:11]=2[C:10]([CH3:19])([CH3:18])[CH2:9]1)=[O:7])([CH3:4])([CH3:3])[CH3:2].[C:20]1(B(O)O)[CH2:24][CH2:23][CH2:22][CH:21]=1.C(=O)([O-])[O-].[K+].[K+]. Given the product [C:1]([O:5][C:6]([N:8]1[C:16]2[CH:15]=[C:14]([C:20]3[CH2:24][CH2:23][CH2:22][CH:21]=3)[N:13]=[CH:12][C:11]=2[C:10]([CH3:19])([CH3:18])[CH2:9]1)=[O:7])([CH3:4])([CH3:3])[CH3:2], predict the reactants needed to synthesize it. (6) Given the product [I:16][C:12]1[CH:11]=[C:10]([C:8]([N:5]2[CH2:4][CH2:2][CH2:7][CH2:6]2)=[O:9])[CH:15]=[CH:14][CH:13]=1, predict the reactants needed to synthesize it. The reactants are: F[C:2]1(F)[CH2:7][CH2:6][N:5]([C:8]([C:10]2[CH:15]=[CH:14][CH:13]=[C:12]([I:16])[CH:11]=2)=[O:9])[CH2:4]C1.IC1C=C(C=CC=1)C(O)=O.C1C2C(=CC=CC=2)CCN1. (7) Given the product [CH3:24][O:23][C:20]1[CH:21]=[CH:22][C:17]([C:15]2[N:16]=[C:12]([NH:11][C:32](=[O:35])[C:3]3[CH:8]=[CH:7][CH:6]=[N:5][CH:4]=3)[S:13][C:14]=2[C:25]2[CH:30]=[CH:29][N:28]=[C:27]([NH:31][C:2]([C:3]3[CH:4]=[N:5][CH:6]=[CH:7][CH:8]=3)=[O:9])[CH:26]=2)=[CH:18][CH:19]=1, predict the reactants needed to synthesize it. The reactants are: Cl.[C:2](Cl)(=[O:9])[C:3]1[CH:8]=[CH:7][CH:6]=[N:5][CH:4]=1.[NH2:11][C:12]1[S:13][C:14]([C:25]2[CH:30]=[CH:29][N:28]=[C:27]([NH2:31])[CH:26]=2)=[C:15]([C:17]2[CH:22]=[CH:21][C:20]([O:23][CH3:24])=[CH:19][CH:18]=2)[N:16]=1.[C:32](=[O:35])([O-])O.[Na+].